This data is from Catalyst prediction with 721,799 reactions and 888 catalyst types from USPTO. The task is: Predict which catalyst facilitates the given reaction. (1) Reactant: [N:1]1[C:11]2[N:10]([CH2:12][CH2:13][CH2:14][NH2:15])[C:9]3[CH:16]=[CH:17][CH:18]=[CH:19][C:8]=3[CH2:7][CH2:6][C:5]=2[CH:4]=[CH:3][CH:2]=1.CCN(CC)CC.[Cl:27][C:28]1[CH:33]=[CH:32][C:31]([S:34](Cl)(=[O:36])=[O:35])=[CH:30][CH:29]=1. Product: [N:1]1[C:11]2[N:10]([CH2:12][CH2:13][CH2:14][NH:15][S:34]([C:31]3[CH:32]=[CH:33][C:28]([Cl:27])=[CH:29][CH:30]=3)(=[O:36])=[O:35])[C:9]3[CH:16]=[CH:17][CH:18]=[CH:19][C:8]=3[CH2:7][CH2:6][C:5]=2[CH:4]=[CH:3][CH:2]=1. The catalyst class is: 3. (2) Reactant: [O:1]=[C:2]1[CH2:7][CH2:6][N:5]2[CH:8]=[C:9]([C:11]([O:13]CC)=[O:12])[N:10]=[C:4]2[NH:3]1.[OH-].[Na+]. Product: [O:1]=[C:2]1[CH2:7][CH2:6][N:5]2[CH:8]=[C:9]([C:11]([OH:13])=[O:12])[N:10]=[C:4]2[NH:3]1. The catalyst class is: 8. (3) Reactant: [Br:1][C:2]1[CH:3]=[C:4]([CH:7]=[C:8]([O:11]C)[C:9]=1[OH:10])[CH:5]=[O:6].[Al+3].[Cl-].[Cl-].[Cl-].N1C=CC=CC=1.Cl. Product: [Br:1][C:2]1[CH:3]=[C:4]([CH:7]=[C:8]([OH:11])[C:9]=1[OH:10])[CH:5]=[O:6]. The catalyst class is: 2. (4) Reactant: [NH2:1][C:2]1[CH:7]=[CH:6][CH:5]=[C:4]([Br:8])[N:3]=1.[C:9]1(C)[CH:14]=[CH:13][CH:12]=[CH:11][CH:10]=1.C(CC(=O)C)C(C)=O.C(OCC)(=O)C.CCCCCC. Product: [Br:8][C:4]1[CH:5]=[CH:6][CH:7]=[C:2]([N:1]2[C:11]([CH3:12])=[CH:10][CH:9]=[C:14]2[CH3:13])[N:3]=1. The catalyst class is: 342.